From a dataset of Full USPTO retrosynthesis dataset with 1.9M reactions from patents (1976-2016). Predict the reactants needed to synthesize the given product. Given the product [CH3:12][C:10]1([CH3:13])[O:11][C:5]2[C:6](=[N:7][C:2]([CH:22]=[O:23])=[CH:3][CH:4]=2)[CH:8]=[CH:9]1, predict the reactants needed to synthesize it. The reactants are: Br[C:2]1[N:7]=[C:6]2[CH:8]=[CH:9][C:10]([CH3:13])([CH3:12])[O:11][C:5]2=[CH:4][CH:3]=1.[Li]CCCC.CN([CH:22]=[O:23])C.O.